Task: Predict which catalyst facilitates the given reaction.. Dataset: Catalyst prediction with 721,799 reactions and 888 catalyst types from USPTO (1) Reactant: [NH2:1][C:2]1[C:10]2[C:9]([C:11]3[CH:16]=[CH:15][C:14]([Cl:17])=[C:13]([Cl:18])[CH:12]=3)=[N:8][C:7]([NH:19][C@@H:20]3[CH2:24][CH2:23][N:22](C(OC(C)(C)C)=O)[CH2:21]3)=[N:6][C:5]=2[S:4][C:3]=1[C:32](=[O:34])[NH2:33].FC(F)(F)C(O)=O. Product: [NH:22]1[CH2:23][CH2:24][C@@H:20]([NH:19][C:7]2[N:8]=[C:9]([C:11]3[CH:16]=[CH:15][C:14]([Cl:17])=[C:13]([Cl:18])[CH:12]=3)[C:10]3[C:2]([NH2:1])=[C:3]([C:32]([NH2:33])=[O:34])[S:4][C:5]=3[N:6]=2)[CH2:21]1. The catalyst class is: 61. (2) Reactant: [F:1][C:2]1[CH:3]=[C:4]([NH:8][C:9]2[N:14]=[C:13]([NH:15][CH2:16][CH2:17][CH3:18])[C:12]([C:19]3[O:23][N:22]=[C:21]([CH2:24][CH2:25]O)[CH:20]=3)=[CH:11][N:10]=2)[CH:5]=[CH:6][CH:7]=1.[C:27]1(=[O:37])[NH:31][C:30](=[O:32])[C:29]2=[CH:33][CH:34]=[CH:35][CH:36]=[C:28]12.C1(P(C2C=CC=CC=2)C2C=CC=CC=2)C=CC=CC=1.N(C(OC(C)C)=O)=NC(OC(C)C)=O. Product: [F:1][C:2]1[CH:3]=[C:4]([NH:8][C:9]2[N:14]=[C:13]([NH:15][CH2:16][CH2:17][CH3:18])[C:12]([C:19]3[O:23][N:22]=[C:21]([CH2:24][CH2:25][N:31]4[C:27](=[O:37])[C:28]5[C:29](=[CH:33][CH:34]=[CH:35][CH:36]=5)[C:30]4=[O:32])[CH:20]=3)=[CH:11][N:10]=2)[CH:5]=[CH:6][CH:7]=1. The catalyst class is: 207. (3) Reactant: Br[C:2]1[CH:7]=[CH:6][C:5]([O:8][C:9]([F:15])([F:14])[C:10]([F:13])([F:12])[F:11])=[CH:4][CH:3]=1.C1COCC1.Cl[C:22]([O:24][CH2:25][CH3:26])=[O:23]. Product: [F:14][C:9]([F:15])([O:8][C:5]1[CH:6]=[CH:7][C:2]([C:22]([O:24][CH2:25][CH3:26])=[O:23])=[CH:3][CH:4]=1)[C:10]([F:13])([F:12])[F:11]. The catalyst class is: 25. (4) Reactant: [C:1]1([C:7]2[C:8]([CH2:12][OH:13])=[CH:9][O:10][CH:11]=2)[CH:6]=[CH:5][CH:4]=[CH:3][CH:2]=1. Product: [C:1]1([C:7]2[C:8]([CH:12]=[O:13])=[CH:9][O:10][CH:11]=2)[CH:2]=[CH:3][CH:4]=[CH:5][CH:6]=1. The catalyst class is: 678. (5) Reactant: [CH3:1][O:2][C:3]1[CH:4]=[C:5]([C:9]([NH2:12])=[CH:10][CH:11]=1)[C:6]([OH:8])=[O:7].[N:13]([O-])=O.[Na+].Cl[Sn]Cl.O. Product: [CH3:1][O:2][C:3]1[CH:4]=[C:5]([C:9]([NH:12][NH2:13])=[CH:10][CH:11]=1)[C:6]([OH:8])=[O:7]. The catalyst class is: 126.